From a dataset of Catalyst prediction with 721,799 reactions and 888 catalyst types from USPTO. Predict which catalyst facilitates the given reaction. (1) Reactant: [CH3:1][N:2]1[CH:6]=[C:5]([C:7]2[CH:8]=[C:9]3[C:14](=[CH:15][CH:16]=2)[NH:13][CH2:12][CH2:11][CH2:10]3)[CH:4]=[N:3]1.Br[C:18]1[C:22]2[CH2:23][N:24]([C:27](=[O:29])[CH3:28])[CH2:25][CH2:26][C:21]=2[N:20]([CH3:30])[N:19]=1.COC(C)(C)C.C1(P(C2CCCCC2)C2C=CC=CC=2C2C(OC(C)C)=CC=CC=2OC(C)C)CCCCC1.C(O[Na])(C)(C)C. Product: [CH3:30][N:20]1[C:21]2[CH2:26][CH2:25][N:24]([C:27](=[O:29])[CH3:28])[CH2:23][C:22]=2[C:18]([N:13]2[C:14]3[C:9](=[CH:8][C:7]([C:5]4[CH:4]=[N:3][N:2]([CH3:1])[CH:6]=4)=[CH:16][CH:15]=3)[CH2:10][CH2:11][CH2:12]2)=[N:19]1. The catalyst class is: 12. (2) Product: [CH2:19]([O:1][C:2]1[CH:9]=[C:8]([CH:10]([CH3:12])[CH3:11])[CH:7]=[CH:6][C:3]=1[CH:4]=[O:5])[C:20]1[CH:25]=[CH:24][CH:23]=[CH:22][CH:21]=1. The catalyst class is: 9. Reactant: [OH:1][C:2]1[CH:9]=[C:8]([CH:10]([CH3:12])[CH3:11])[CH:7]=[CH:6][C:3]=1[CH:4]=[O:5].C(=O)([O-])[O-].[K+].[K+].[CH2:19](Br)[C:20]1[CH:25]=[CH:24][CH:23]=[CH:22][CH:21]=1. (3) Reactant: OC[Si](C(C)C)(C(C)C)C(C)C.[CH:13]1([Si:16]([C:23]([OH:26])(C)[CH3:24])([CH:20]([CH3:22])[CH3:21])[CH:17]([CH3:19])[CH3:18])[CH2:15][CH2:14]1.Cl[Si](Cl)(C(C)C)C(C)C.C(OC=C[Li])C.C([Li])CCC.C1([Li])CC1.C1([Si](C(OCC)=C)(C(C)C)C(C)C)CC1. Product: [C:23]([Si:16]([CH:13]1[CH2:15][CH2:14]1)([CH:20]([CH3:21])[CH3:22])[CH:17]([CH3:18])[CH3:19])(=[O:26])[CH3:24]. The catalyst class is: 21. (4) Reactant: [NH2:1][C:2]1[CH:7]=[CH:6][C:5]([C:8]#[N:9])=[CH:4][C:3]=1[NH:10][C:11](=O)[C:12]([C:17]1[C:25](OC)=[CH:24][C:23]([CH3:28])=[C:22]2[C:18]=1[CH:19]=[CH:20][N:21]2C(OC(C)(C)C)=O)([CH3:16])[CH2:13][CH:14]=[CH2:15].[OH2:37].[C:38]1(C)C=CC(S(O)(=O)=O)=CC=1. Product: [CH3:38][O:37][C:25]1[C:17]([C:12]([C:11]2[NH:1][C:2]3[CH:7]=[CH:6][C:5]([C:8]#[N:9])=[CH:4][C:3]=3[N:10]=2)([CH2:13][CH:14]=[CH2:15])[CH3:16])=[C:18]2[C:22](=[C:23]([CH3:28])[CH:24]=1)[NH:21][CH:20]=[CH:19]2. The catalyst class is: 857. (5) The catalyst class is: 1. Reactant: C[Si]([N-][Si](C)(C)C)(C)C.[Li+].[Cl:11][C:12]1[CH:13]=[C:14]([CH2:27][C:28]([O:30][CH3:31])=[O:29])[CH:15]=[CH:16][C:17]=1[B:18]1[O:22][C:21]([CH3:24])([CH3:23])[C:20]([CH3:26])([CH3:25])[O:19]1.Br[CH2:33][CH2:34]Br. Product: [Cl:11][C:12]1[CH:13]=[C:14]([C:27]2([C:28]([O:30][CH3:31])=[O:29])[CH2:34][CH2:33]2)[CH:15]=[CH:16][C:17]=1[B:18]1[O:22][C:21]([CH3:23])([CH3:24])[C:20]([CH3:25])([CH3:26])[O:19]1. (6) Reactant: [CH:1]([C:4]1[CH:9]=[CH:8][C:7]([C:10]2[N:11]=[C:12]([C:15]3[CH:16]=[C:17]([CH:23]=[CH:24][CH:25]=3)[C:18]([O:20]CC)=[O:19])[S:13][CH:14]=2)=[CH:6][CH:5]=1)([CH3:3])[CH3:2].[Li+].[OH-]. Product: [CH:1]([C:4]1[CH:5]=[CH:6][C:7]([C:10]2[N:11]=[C:12]([C:15]3[CH:16]=[C:17]([CH:23]=[CH:24][CH:25]=3)[C:18]([OH:20])=[O:19])[S:13][CH:14]=2)=[CH:8][CH:9]=1)([CH3:3])[CH3:2]. The catalyst class is: 24. (7) Reactant: [CH3:1][C:2]1[CH:7]=[CH:6][CH:5]=[C:4]([CH3:8])[C:3]=1[CH:9]=[CH:10][CH2:11][CH2:12][CH2:13][CH2:14][CH2:15][CH2:16][CH2:17][C:18]([OH:20])=O.C(Cl)(=O)C([Cl:24])=O. Product: [CH3:1][C:2]1[CH:7]=[CH:6][CH:5]=[C:4]([CH3:8])[C:3]=1[CH:9]=[CH:10][CH2:11][CH2:12][CH2:13][CH2:14][CH2:15][CH2:16][CH2:17][C:18]([Cl:24])=[O:20]. The catalyst class is: 204. (8) Reactant: [F:1][C:2]1[CH:9]=[CH:8][C:5]([CH:6]=O)=[CH:4][CH:3]=1.[NH2:10][CH:11]([C:15]1[CH:20]=[CH:19][CH:18]=[CH:17][CH:16]=1)[C:12]([OH:14])=[O:13].[OH-].[Na+].[BH4-].[Na+].[ClH:25]. Product: [ClH:25].[F:1][C:2]1[CH:9]=[CH:8][C:5]([CH2:6][NH:10][CH:11]([C:15]2[CH:20]=[CH:19][CH:18]=[CH:17][CH:16]=2)[C:12]([OH:14])=[O:13])=[CH:4][CH:3]=1. The catalyst class is: 71.